This data is from Drug-target binding data from BindingDB using Ki measurements. The task is: Regression. Given a target protein amino acid sequence and a drug SMILES string, predict the binding affinity score between them. We predict pKi (pKi = -log10(Ki in M); higher means stronger inhibition). Dataset: bindingdb_ki. (1) The drug is C1=CC2CCC1C(c1c[nH]c3ccccc13)C2N1CCCC1. The target protein (Q64264) has sequence MDMFSLGQGNNTTTSLEPFGTGGNDTGLSNVTFSYQVITSLLLGTLIFCAVLGNACVVAAIALERSLQNVANYLIGSLAVTDLMVSVLVLPMAALYQVLNKWTLGQVTCDLFIALDVLCCTSSILHLCAIALDRYWAITDPIDYVNKRTPRRAAALISLTWLIGFLISIPPMLGWRTPEDRSNPNECTISKDHGYTIYSTFGAFYIPLLLMLVLYGRIFRAARFRIRKTVKKVEKKGAGTSFGTSSAPPPKKSLNGQPGSGDCRRSAENRAVGTPCANGAVRQGEDDATLEVIEVHRVGNSKGHLPLPSESGATSYVPACLERKNERTAEAKRKMALARERKTVKTLGIIMGTFILCWLPFFIVALVLPFCESSCHMPELLGAIINWLGYSNSLLNPVIYAYFNKDFQNAFKKIIKCKFCR. The pKi is 5.1. (2) The small molecule is CC[C@H](C)[C@H](NC(=O)[C@H](CO)NC(=O)[C@H](CC(N)=O)NC(=O)[C@H](CC(C)C)NC(=O)[C@H](Cc1ccc(O)cc1)NC(=O)[C@H](CCCCN)NC(=O)[C@H](CCCCN)NC(=O)[C@@H](NC(=O)[C@H](C)NC(=O)[C@H](CCSC)NC(=O)[C@H](CCC(N)=O)NC(=O)[C@H](CCCCN)NC(=O)[C@H](C)NC(=O)[C@H](CC(C)C)NC(=O)[C@H](CCCN=C(N)N)NC(=O)C(NC(=O)[C@H](Cc1ccc(O)cc1)NC(=O)[C@H](CC(N)=O)NC(=O)[C@H](CC(=O)O)NC(=O)[C@@H](NC(=O)[C@H](Cc1ccccc1)NC(=O)[C@@H](NC(=O)[C@H](C)NC(=O)[C@H](CC(=O)O)NC(=O)[C@H](CO)NC(=O)[C@@H](N)Cc1cnc[nH]1)C(C)C)[C@@H](C)O)[C@@H](C)O)C(C)C)C(=O)N[C@@H](CC(C)C)C(=O)N[C@@H](CC(N)=O)C(N)=O. The target protein (P01283) has sequence MESRSKPQFLAILTLFSVLFSQSLAWPLYGPPSSVRLDDRLQFEGAGDPDQVSLKADSDILQNALAENDTPYYDVSRNARHADGVFTSDYSRLLGQISAKKYLESLIGKRISSSISEDPVPVKRHSDAVFTDNYTRLRKQMAVKKYLNSILNGKRSSEGDSPDFLEELEK. The pKi is 7.5. (3) The compound is CCOc1ccc(C[C@H]2NC(=O)CC(C3CCCC3)(C3CCCC3)SSC[C@@H](C(=O)N[C@@H](CCCN=C(N)N)C(=O)N[C@@H](CCCCN)C(N)=O)NC(=O)[C@H](CC(N)=O)NC(=O)[C@H](C(C)C)NC(=O)[C@H](Cc3ccccc3)NC2=O)cc1. The target protein (Q8NFM4) has sequence MARLFSPRPPPSEDLFYETYYSLSQQYPLLLLLLGIVLCALAALLAVAWASGRELTSDPSFLTTVLCALGGFSLLLGLASREQRLQRWTRPLSGLVWVALLALGHAFLFTGGVVSAWDQVSYFLFVIFTAYAMLPLGMRDAAVAGLASSLSHLLVLGLYLGPQPDSRPALLPQLAANAVLFLCGNVAGVYHKALMERALRATFREALSSLHSRRRLDTEKKHQEHLLLSILPAYLAREMKAEIMARLQAGQGSRPESTNNFHSLYVKRHQGVSVLYADIVGFTRLASECSPKELVLMLNELFGKFDQIAKEHECMRIKILGDCYYCVSGLPLSLPDHAINCVRMGLDMCRAIRKLRAATGVDINMRVGVHSGSVLCGVIGLQKWQYDVWSHDVTLANHMEAGGVPGRVHITGATLALLAGAYAVEDAGMEHRDPYLRELGEPTYLVIDPRAEEEDEKGTAGGLLSSLEGLKMRPSLLMTRYLESWGAAKPFAHLSHGDSP.... The pKi is 8.6. (4) The drug is N=C(N)c1ccc(CNC(=O)CNC(=O)[C@@H](CO)NS(=O)(=O)Cc2ccccc2)cc1. The target protein (P49616) has sequence MGLLRRRLLLLVVVVTTCVPASQGLRCIQCESNQDCLVEECALGQDLCRTTVLREWEDAEELEVVTRGCAHKEKTNRTMSYRMGSVIVSLTETVCATNLCNRPRPGARGRPFPRGRYLECASCTSLDQSCERGREQSLQCRYPTEHCIEVVTLQSTERSVKDEPYTKGCGSLPGCPGTAGFHSNQTFHFLKCCNFTQCNGGPVLDLQSLPPNGFQCYSCEGNSTFGCSYEETSLIDCRGPMNQCLEATGLDVLGNRSYTVRGCATASWCQGSHVADSFQTHVNLSISCCNGSGCNRPTGGAPGPGPAHLILIASLLLTLRLWGIPLWT. The pKi is 6.9. (5) The compound is COC(=O)[C@H]1[C@@H](O)CC[C@H]2CN3CCc4c([nH]c5ccccc45)[C@@H]3C[C@@H]21. The target protein sequence is MFLSSLCSLSDYVWPLPRYLCPVWISLDVLFSTASIMHLCAISLDRYVAIRNPIEHSRFNSRTKAIMKIAIVWAISLGVSVPIPVIGLRDEDKVFVNNTTCVLNDPNFVLIGSFVAFFIPLTIMVITYCLTIHVLRRQALMLLRGHTEEPPGISLDFLKCCKRNTDEESAANPNQDLNPRRRKKKERRPRGTMQAINNERKASKVLGIVFFVFLIMWCPFFITNILSVLCGKACNQKLMEKLLNVFVWIGYVCSGINPLVYTLFNKVYRRAFSNYLRCNYKADKKPPIRQIPRVAATALSGRELNVNIYRHTNEPVIKKADDNEPGIEMQVENLELPVNPSNVVSERISSV. The pKi is 6.0. (6) The small molecule is CCCN(CCC)C(=O)c1cccc(C(=O)N[C@@H](CC(C)C)[C@H](N)C[C@@H](C)C(=O)N[C@H](C(=O)NCc2ccccc2)C(C)C)c1. The target protein sequence is SFVEMVDNLRGKSGQGYYVEMTVGSPPQTLNILVDTGSSNFAVGAAPHPFLHRYYQRQLSSTYRDLRKGVYVPYTQGKWEGELGTDLVSIPHGPNVTVRANIAAITESDKFFINGSNWEGILGLAYAEIARPDDSLEPFFDSLVKQTHVPNLFSLQLCGAGFPLNQSEVLASVGGSMIIGGIDHSLYTGSLWYTPIRREWYYEVIIVRVEINGQDLKMDCKEYNYDKSIVDSGTTNLRLPKKVFEAAVKSIKAASSTEKFPDGFWLGEQLVCWQAGTTPWNIFPVISLYLMGEVTNQSFRITILPQQYLRPVEDVATSQDDCYKFAISQSSTGTVMGAVIMEGFYVVFDRARKRIGFAVSACHVHDEFRTAAVEGPFVTLDMEDCGYN. The pKi is 5.0.